Dataset: Peptide-MHC class I binding affinity with 185,985 pairs from IEDB/IMGT. Task: Regression. Given a peptide amino acid sequence and an MHC pseudo amino acid sequence, predict their binding affinity value. This is MHC class I binding data. (1) The MHC is HLA-B15:09 with pseudo-sequence HLA-B15:09. The binding affinity (normalized) is 0.0847. The peptide sequence is RPRCAYLPF. (2) The peptide sequence is MIRWLGGIL. The MHC is HLA-A02:01 with pseudo-sequence HLA-A02:01. The binding affinity (normalized) is 0.135. (3) The MHC is HLA-A68:02 with pseudo-sequence HLA-A68:02. The binding affinity (normalized) is 1.00. The peptide sequence is ETVWPFFYA. (4) The peptide sequence is SLAIDAYPL. The MHC is HLA-A69:01 with pseudo-sequence HLA-A69:01. The binding affinity (normalized) is 0.482. (5) The peptide sequence is DLLFKLLE. The MHC is H-2-Db with pseudo-sequence H-2-Db. The binding affinity (normalized) is 0. (6) The peptide sequence is AQIDNYNKF. The MHC is Mamu-A2201 with pseudo-sequence Mamu-A2201. The binding affinity (normalized) is 0.0343. (7) The peptide sequence is RQGLERALL. The MHC is HLA-A02:01 with pseudo-sequence HLA-A02:01. The binding affinity (normalized) is 0. (8) The peptide sequence is EECDSELEI. The MHC is HLA-A03:01 with pseudo-sequence HLA-A03:01. The binding affinity (normalized) is 0.213. (9) The peptide sequence is VFSPFGYSF. The MHC is HLA-B15:09 with pseudo-sequence HLA-B15:09. The binding affinity (normalized) is 0.0847. (10) The peptide sequence is KRQQVHALF. The MHC is HLA-A11:01 with pseudo-sequence HLA-A11:01. The binding affinity (normalized) is 0.